This data is from Catalyst prediction with 721,799 reactions and 888 catalyst types from USPTO. The task is: Predict which catalyst facilitates the given reaction. (1) Reactant: Cl.[CH2:2]([O:4][C:5](=[O:8])[CH2:6][NH2:7])[CH3:3].ON1C2C=CC=CC=2N=N1.[CH2:19]([O:26][C:27]([NH:29][C:30]1([C:33](O)=[O:34])[CH2:32][CH2:31]1)=[O:28])[C:20]1[CH:25]=[CH:24][CH:23]=[CH:22][CH:21]=1.Cl.C(N=C=NCCCN(C)C)C. Product: [CH2:2]([O:4][C:5](=[O:8])[CH2:6][NH:7][C:33]([C:30]1([NH:29][C:27]([O:26][CH2:19][C:20]2[CH:25]=[CH:24][CH:23]=[CH:22][CH:21]=2)=[O:28])[CH2:31][CH2:32]1)=[O:34])[CH3:3]. The catalyst class is: 289. (2) Reactant: [Cl:1][C:2]1[C:3]([CH3:25])=[C:4]([C:10]2[CH:14]=[C:13]([CH2:15][CH2:16][NH:17]C(=O)OC(C)(C)C)[O:12][N:11]=2)[CH:5]=[CH:6][C:7]=1[C:8]#[N:9].C(O)(C(F)(F)F)=O. Product: [NH2:17][CH2:16][CH2:15][C:13]1[O:12][N:11]=[C:10]([C:4]2[CH:5]=[CH:6][C:7]([C:8]#[N:9])=[C:2]([Cl:1])[C:3]=2[CH3:25])[CH:14]=1. The catalyst class is: 2. (3) Reactant: [CH2:1]([C:3]1[CH:15]=[C:14]([CH:16]=O)[CH:13]=[CH:12][C:4]=1[O:5][CH2:6][C:7]([O:9][CH2:10][CH3:11])=[O:8])[CH3:2].[CH2:18]([NH2:22])[CH2:19][CH2:20][CH3:21]. Product: [CH2:18]([NH:22][CH2:16][C:14]1[CH:13]=[CH:12][C:4]([O:5][CH2:6][C:7]([O:9][CH2:10][CH3:11])=[O:8])=[C:3]([CH2:1][CH3:2])[CH:15]=1)[CH2:19][CH2:20][CH3:21]. The catalyst class is: 8. (4) Reactant: [N+:1]([C:4]1[CH:9]=[CH:8][C:7]([NH:10][C@H:11]2[CH2:16][CH2:15][C@H:14]([C:17](O)=[O:18])[CH2:13][CH2:12]2)=[CH:6][C:5]=1[C:20]([F:23])([F:22])[F:21])([O-:3])=[O:2].[H-].[Al+3].[Li+].[H-].[H-].[H-].Cl. Product: [N+:1]([C:4]1[CH:9]=[CH:8][C:7]([NH:10][C@H:11]2[CH2:12][CH2:13][C@H:14]([CH2:17][OH:18])[CH2:15][CH2:16]2)=[CH:6][C:5]=1[C:20]([F:21])([F:22])[F:23])([O-:3])=[O:2]. The catalyst class is: 54.